Task: Predict the reactants needed to synthesize the given product.. Dataset: Full USPTO retrosynthesis dataset with 1.9M reactions from patents (1976-2016) (1) Given the product [CH2:49]([C:48]1[N:16]2[N:15]=[CH:14][CH:13]=[C:12]2[N:11]([CH:8]2[CH2:7][CH2:6][C:5]3([O:4][CH2:3][CH2:2][O:1]3)[CH2:10][CH2:9]2)[C:44](=[O:45])[C:43]=1[CH2:42][C:39]1[CH:40]=[CH:41][C:36]([C:31]2[C:30]([C:28]#[N:29])=[CH:35][CH:34]=[CH:33][CH:32]=2)=[C:37]([F:54])[CH:38]=1)[CH2:50][CH2:51][CH3:52], predict the reactants needed to synthesize it. The reactants are: [O:1]1[C:5]2([CH2:10][CH2:9][CH:8]([NH:11][C:12]3[NH:16][N:15]=[CH:14][CH:13]=3)[CH2:7][CH2:6]2)[O:4][CH2:3][CH2:2]1.N12CCCN=C1CCCCC2.[C:28]([C:30]1[CH:35]=[CH:34][CH:33]=[CH:32][C:31]=1[C:36]1[CH:41]=[CH:40][C:39]([CH2:42][CH:43]([C:48](=O)[CH2:49][CH2:50][CH2:51][CH3:52])[C:44](OC)=[O:45])=[CH:38][C:37]=1[F:54])#[N:29].C(OCC)(=O)C. (2) Given the product [C:1]([O:5][C:6]([N:8]1[CH2:12][CH2:11][CH2:10][CH:9]1[C:13]1[NH:14][C:15]([C:18]2[CH:19]=[CH:20][C:21]3[C:30]4[C:25](=[CH:26][C:27]([C:51]5[CH:52]=[CH:53][C:47]6[N:46]=[C:45]([CH:41]7[CH2:42][CH2:43][CH2:44][N:40]7[C:38]([O:37][C:33]([CH3:34])([CH3:35])[CH3:36])=[O:39])[NH:49][C:48]=6[CH:50]=5)=[CH:28][CH:29]=4)[O:24][CH2:23][C:22]=3[CH:32]=2)=[CH:16][N:17]=1)=[O:7])([CH3:4])([CH3:3])[CH3:2], predict the reactants needed to synthesize it. The reactants are: [C:1]([O:5][C:6]([N:8]1[CH2:12][CH2:11][CH2:10][CH:9]1[C:13]1[NH:14][C:15]([C:18]2[CH:19]=[CH:20][C:21]3[C:30]4[C:25](=[CH:26][C:27](Br)=[CH:28][CH:29]=4)[O:24][CH2:23][C:22]=3[CH:32]=2)=[CH:16][N:17]=1)=[O:7])([CH3:4])([CH3:3])[CH3:2].[C:33]([O:37][C:38]([N:40]1[CH2:44][CH2:43][CH2:42][CH:41]1[C:45]1[NH:49][C:48]2[CH:50]=[C:51](B3OC(C)(C)C(C)(C)O3)[CH:52]=[CH:53][C:47]=2[N:46]=1)=[O:39])([CH3:36])([CH3:35])[CH3:34].C(=O)([O-])[O-].[K+].[K+]. (3) Given the product [F:36][C:35]1[CH:34]=[CH:33][C:16]([O:17][C:18]2[N:23]=[C:22]3[S:24][C:25]([NH:27][C:28]([CH:30]4[CH2:32][CH2:31]4)=[O:29])=[N:26][C:21]3=[CH:20][CH:19]=2)=[CH:15][C:14]=1[NH:13][C:1](=[O:2])[NH:53][CH2:52][CH2:51][O:44][C:45]1[CH:50]=[CH:49][CH:48]=[CH:47][CH:46]=1, predict the reactants needed to synthesize it. The reactants are: [C:1](=O)(OC(Cl)(Cl)Cl)[O:2]C(Cl)(Cl)Cl.[NH2:13][C:14]1[CH:15]=[C:16]([CH:33]=[CH:34][C:35]=1[F:36])[O:17][C:18]1[N:23]=[C:22]2[S:24][C:25]([NH:27][C:28]([CH:30]3[CH2:32][CH2:31]3)=[O:29])=[N:26][C:21]2=[CH:20][CH:19]=1.C(N(CC)CC)C.[O:44]([CH2:51][CH2:52][NH2:53])[C:45]1[CH:50]=[CH:49][CH:48]=[CH:47][CH:46]=1. (4) Given the product [Cl:18][C:19]1[C:20](=[O:31])[C:21]2[C:26]([C:27](=[O:30])[C:28]=1[NH:1][CH2:2][C:3]1[CH:8]=[N:7][CH:6]=[CH:5][N:4]=1)=[CH:25][CH:24]=[CH:23][CH:22]=2, predict the reactants needed to synthesize it. The reactants are: [NH2:1][CH2:2][C:3]1[CH:8]=[N:7][CH:6]=[CH:5][N:4]=1.C(N(C(C)C)CC)(C)C.[Cl:18][C:19]1[C:20](=[O:31])[C:21]2[C:26]([C:27](=[O:30])[C:28]=1Cl)=[CH:25][CH:24]=[CH:23][CH:22]=2.O. (5) Given the product [F:17][C:18]1[CH:48]=[CH:47][C:46]([F:49])=[CH:45][C:19]=1[CH2:20][N:21]([CH:42]([CH3:44])[CH3:43])[C:22](=[O:23])[NH:24][C:25]1[CH:30]=[CH:29][C:28]([S:31]([N:34]2[CH2:35][CH2:36][CH:37]([CH2:40][NH:1][CH2:2][C@@H:3]([C:5]3[CH:6]=[CH:7][C:8]([OH:16])=[C:9]([NH:11][S:12]([CH3:15])(=[O:14])=[O:13])[CH:10]=3)[OH:4])[CH2:38][CH2:39]2)(=[O:33])=[O:32])=[CH:27][CH:26]=1, predict the reactants needed to synthesize it. The reactants are: [NH2:1][CH2:2][C@@H:3]([C:5]1[CH:6]=[CH:7][C:8]([OH:16])=[C:9]([NH:11][S:12]([CH3:15])(=[O:14])=[O:13])[CH:10]=1)[OH:4].[F:17][C:18]1[CH:48]=[CH:47][C:46]([F:49])=[CH:45][C:19]=1[CH2:20][N:21]([CH:42]([CH3:44])[CH3:43])[C:22]([NH:24][C:25]1[CH:30]=[CH:29][C:28]([S:31]([N:34]2[CH2:39][CH2:38][CH:37]([CH:40]=O)[CH2:36][CH2:35]2)(=[O:33])=[O:32])=[CH:27][CH:26]=1)=[O:23].C(O)(=O)C.C([BH3-])#N.[Na+]. (6) Given the product [Cl:39][C:38]1[C:16]([C:14]2[S:15][C:11]([C:8]3[CH:9]=[N:10][C:5]([NH:4][CH:42]([CH3:44])[CH3:43])=[C:6]([Cl:41])[CH:7]=3)=[N:12][N:13]=2)=[CH:17][C:18]([F:40])=[C:19]([CH:37]=1)[O:20][CH2:21][C@H:22]1[C@@H:26]([CH3:27])[O:25][C:24]([CH3:29])([CH3:28])[N:23]1[C:30]([O:32][C:33]([CH3:34])([CH3:36])[CH3:35])=[O:31], predict the reactants needed to synthesize it. The reactants are: C([N:4]([CH:42]([CH3:44])[CH3:43])[C:5]1[N:10]=[CH:9][C:8]([C:11]2[S:15][C:14]([C:16]3[C:38]([Cl:39])=[CH:37][C:19]([O:20][CH2:21][C@H:22]4[C@@H:26]([CH3:27])[O:25][C:24]([CH3:29])([CH3:28])[N:23]4[C:30]([O:32][C:33]([CH3:36])([CH3:35])[CH3:34])=[O:31])=[C:18]([F:40])[CH:17]=3)=[N:13][N:12]=2)=[CH:7][C:6]=1[Cl:41])C=C.CN1C(=O)CC(=O)N(C)C1=O. (7) Given the product [CH3:24][O:23][C:21]1[CH:20]=[CH:19][C:15]2[N:16]=[C:17]([CH3:18])[C:12]3[N:13]([C:9]([C:4]4[CH:5]=[CH:6][CH:7]=[C:2]([C:27]([F:38])([F:37])[F:26])[CH:3]=4)=[N:10][C:11]=3[CH3:25])[C:14]=2[N:22]=1, predict the reactants needed to synthesize it. The reactants are: Cl[C:2]1[CH:3]=[C:4]([C:9]2[N:13]3[C:14]4[N:22]=[C:21]([O:23][CH3:24])[CH:20]=[CH:19][C:15]=4[N:16]=[C:17]([CH3:18])[C:12]3=[C:11]([CH3:25])[N:10]=2)[CH:5]=[C:6](Cl)[CH:7]=1.[F:26][C:27]([F:38])([F:37])C1C=C(B(O)O)C=CC=1.C([O-])([O-])=O.[K+].[K+]. (8) The reactants are: C([O:3][C:4](=[O:30])[CH2:5][CH:6]1[S:10][C:9]([C:11]2[NH:12][C:13]3[C:18]([CH:19]=2)=[CH:17][CH:16]=[CH:15][C:14]=3[N:20]([CH3:29])[S:21]([C:24]2[S:25][CH:26]=[CH:27][CH:28]=2)(=[O:23])=[O:22])=[N:8][CH2:7]1)C.[OH-].[K+].C(O)(=O)CC(CC(O)=O)(C(O)=O)O. Given the product [CH3:29][N:20]([S:21]([C:24]1[S:25][CH:26]=[CH:27][CH:28]=1)(=[O:23])=[O:22])[C:14]1[CH:15]=[CH:16][CH:17]=[C:18]2[C:13]=1[NH:12][C:11]([C:9]1[S:10][CH:6]([CH2:5][C:4]([OH:30])=[O:3])[CH2:7][N:8]=1)=[CH:19]2, predict the reactants needed to synthesize it. (9) The reactants are: [CH2:1]([N:8]1[CH2:12][CH2:11][C@H:10](CN)[CH2:9]1)[C:2]1[CH:7]=[CH:6][CH:5]=[CH:4][CH:3]=1.[CH2:15]([N:17](CC)CC)C.[C:22](Cl)(=[O:29])[C:23]1[CH:28]=[CH:27][CH:26]=[CH:25][CH:24]=1. Given the product [CH2:1]([N:8]1[CH2:12][CH2:11][C@@H:10]([N:17]([CH3:15])[C:22](=[O:29])[C:23]2[CH:28]=[CH:27][CH:26]=[CH:25][CH:24]=2)[CH2:9]1)[C:2]1[CH:3]=[CH:4][CH:5]=[CH:6][CH:7]=1, predict the reactants needed to synthesize it. (10) The reactants are: [CH:1]([N:14]1[CH2:19][CH2:18][N:17]([C:20](=[O:34])[CH2:21][C:22]2[C:31](I)=[CH:30][C:25]([C:26]([O:28][CH3:29])=[O:27])=[C:24]([F:33])[CH:23]=2)[CH2:16][CH2:15]1)([C:8]1[CH:13]=[CH:12][CH:11]=[CH:10][CH:9]=1)[C:2]1[CH:7]=[CH:6][CH:5]=[CH:4][CH:3]=1.[CH:35]1(B(O)O)[CH2:37][CH2:36]1.P([O-])([O-])([O-])=O.[K+].[K+].[K+].F[B-](F)(F)F.C1(P(C2CCCCC2)C2CCCCC2)CCCCC1. Given the product [CH:1]([N:14]1[CH2:19][CH2:18][N:17]([C:20](=[O:34])[CH2:21][C:22]2[C:31]([CH:35]3[CH2:37][CH2:36]3)=[CH:30][C:25]([C:26]([O:28][CH3:29])=[O:27])=[C:24]([F:33])[CH:23]=2)[CH2:16][CH2:15]1)([C:8]1[CH:13]=[CH:12][CH:11]=[CH:10][CH:9]=1)[C:2]1[CH:7]=[CH:6][CH:5]=[CH:4][CH:3]=1, predict the reactants needed to synthesize it.